From a dataset of Full USPTO retrosynthesis dataset with 1.9M reactions from patents (1976-2016). Predict the reactants needed to synthesize the given product. The reactants are: [CH3:1][O:2][C:3]1[C:4]([O:29][CH2:30][CH2:31][CH2:32][S:33]([CH3:36])(=[O:35])=[O:34])=[CH:5][C:6]2[CH2:15][CH:14]([C:16]([CH3:21])([CH3:20])[CH2:17][O:18][CH3:19])[N:13]3[C:8](=[CH:9][C:10](=[O:27])[C:11]([C:22]([O:24]CC)=[O:23])=[CH:12]3)[C:7]=2[CH:28]=1.[Li+].[OH-].Cl. Given the product [CH3:1][O:2][C:3]1[C:4]([O:29][CH2:30][CH2:31][CH2:32][S:33]([CH3:36])(=[O:34])=[O:35])=[CH:5][C:6]2[CH2:15][CH:14]([C:16]([CH3:20])([CH3:21])[CH2:17][O:18][CH3:19])[N:13]3[C:8](=[CH:9][C:10](=[O:27])[C:11]([C:22]([OH:24])=[O:23])=[CH:12]3)[C:7]=2[CH:28]=1, predict the reactants needed to synthesize it.